Dataset: Reaction yield outcomes from USPTO patents with 853,638 reactions. Task: Predict the reaction yield, written as a fraction of the theoretical maximum amount of product (1.0 means a 100% yield; for example, 0.34 means a 34% yield). The reactants are [CH3:1][O:2][C:3]1[CH:4]=[C:5]2[C:10](=[CH:11][C:12]=1[O:13][CH3:14])[N:9]=[CH:8][N:7]=[C:6]2[O:15][C:16]1[CH:22]=[CH:21][C:19]([NH2:20])=[C:18]([N+:23]([O-:25])=[O:24])[CH:17]=1.Cl[C:27](Cl)([O:29][C:30](=[O:36])OC(Cl)(Cl)Cl)Cl.[CH2:38](O)[CH2:39][CH2:40][CH2:41][CH2:42]C.C(=O)(O)[O-].[Na+]. The catalyst is C(Cl)Cl.C(N(CC)CC)C.C1(C)C=CC=CC=1. The product is [CH3:1][O:2][C:3]1[CH:4]=[C:5]2[C:10](=[CH:11][C:12]=1[O:13][CH3:14])[N:9]=[CH:8][N:7]=[C:6]2[O:15][C:16]1[CH:22]=[CH:21][C:19]([NH:20][C:30](=[O:36])[O:29][CH2:27][CH2:38][CH2:39][CH2:40][CH2:41][CH3:42])=[C:18]([N+:23]([O-:25])=[O:24])[CH:17]=1. The yield is 0.800.